Dataset: Peptide-MHC class II binding affinity with 134,281 pairs from IEDB. Task: Regression. Given a peptide amino acid sequence and an MHC pseudo amino acid sequence, predict their binding affinity value. This is MHC class II binding data. The peptide sequence is EKKYFAATQFEPLFA. The MHC is DRB1_1602 with pseudo-sequence DRB1_1602. The binding affinity (normalized) is 0.646.